This data is from Catalyst prediction with 721,799 reactions and 888 catalyst types from USPTO. The task is: Predict which catalyst facilitates the given reaction. (1) Reactant: [Cl:1][C:2]1[CH:6]=[CH:5][S:4][C:3]=1[C:7]1[N:11]2[N:12]=[C:13]([CH3:21])[CH:14]=[C:15]([CH:16]([CH2:19][CH3:20])[CH2:17][CH3:18])[C:10]2=[N:9][C:8]=1[CH3:22].C1C(=O)N([Br:30])C(=O)C1. Product: [Br:30][C:5]1[S:4][C:3]([C:7]2[N:11]3[N:12]=[C:13]([CH3:21])[CH:14]=[C:15]([CH:16]([CH2:17][CH3:18])[CH2:19][CH3:20])[C:10]3=[N:9][C:8]=2[CH3:22])=[C:2]([Cl:1])[CH:6]=1. The catalyst class is: 2. (2) Reactant: [CH:1]1([CH:4]2[C:8]3[CH:9]=[C:10]([C:13]4[C:21]5[C:16](=[CH:17][C:18]([F:22])=[CH:19][CH:20]=5)[N:15](C(OC(C)(C)C)=O)[CH:14]=4)[CH:11]=[CH:12][C:7]=3[S:6](=[O:31])(=[O:30])[NH:5]2)[CH2:3][CH2:2]1.C(O)(C(F)(F)F)=O. Product: [CH:1]1([CH:4]2[C:8]3[CH:9]=[C:10]([C:13]4[C:21]5[C:16](=[CH:17][C:18]([F:22])=[CH:19][CH:20]=5)[NH:15][CH:14]=4)[CH:11]=[CH:12][C:7]=3[S:6](=[O:30])(=[O:31])[NH:5]2)[CH2:3][CH2:2]1. The catalyst class is: 2.